From a dataset of Full USPTO retrosynthesis dataset with 1.9M reactions from patents (1976-2016). Predict the reactants needed to synthesize the given product. (1) Given the product [OH:15][N:14]=[C:7]([C:8]#[N:9])[C:3]1[CH:4]=[CH:5][CH:6]=[C:1]([CH3:10])[CH:2]=1, predict the reactants needed to synthesize it. The reactants are: [C:1]1([CH3:10])[CH:6]=[CH:5][CH:4]=[C:3]([CH2:7][C:8]#[N:9])[CH:2]=1.C(O)C.[N:14](OCCC(C)C)=[O:15].[O-]CC.[Na+]. (2) The reactants are: [NH2:1][C:2]1[C:11]2[N:10]=[CH:9][C:8]([CH2:12][CH2:13][C:14]3[CH:19]=[CH:18][C:17]([CH2:20][CH2:21][C:22](OC)=[O:23])=[CH:16][CH:15]=3)=[CH:7][C:6]=2[C:5]2[CH:26]=[CH:27][C:28]([CH3:30])=[CH:29][C:4]=2[N:3]=1.C(O)(C(F)(F)F)=O. Given the product [NH2:1][C:2]1[C:11]2[N:10]=[CH:9][C:8]([CH2:12][CH2:13][C:14]3[CH:15]=[CH:16][C:17]([CH2:20][CH2:21][CH2:22][OH:23])=[CH:18][CH:19]=3)=[CH:7][C:6]=2[C:5]2[CH:26]=[CH:27][C:28]([CH3:30])=[CH:29][C:4]=2[N:3]=1, predict the reactants needed to synthesize it. (3) The reactants are: [F:1][C:2]1[CH:3]=[C:4]2[C:8](=[CH:9][CH:10]=1)[NH:7][C:6]([CH3:11])=[CH:5]2.[OH-].[K+].[I:14]I.O. Given the product [F:1][C:2]1[CH:3]=[C:4]2[C:8](=[CH:9][CH:10]=1)[NH:7][C:6]([CH3:11])=[C:5]2[I:14], predict the reactants needed to synthesize it. (4) Given the product [C:29]([CH2:31][C:32]([N:18]1[CH2:19][CH2:20][CH2:21][C@@H:17]1[CH2:16][N:15]1[C:14]2[CH:22]=[CH:23][C:24]([CH2:26][OH:27])=[CH:25][C:13]=2[N:12]=[C:11]1[NH:10][C:8]([C:6]1[S:7][C:3]([CH:2]([F:1])[F:28])=[CH:4][CH:5]=1)=[O:9])=[O:33])#[N:30], predict the reactants needed to synthesize it. The reactants are: [F:1][CH:2]([F:28])[C:3]1[S:7][C:6]([C:8]([NH:10][C:11]2[N:15]([CH2:16][C@H:17]3[CH2:21][CH2:20][CH2:19][NH:18]3)[C:14]3[CH:22]=[CH:23][C:24]([CH2:26][OH:27])=[CH:25][C:13]=3[N:12]=2)=[O:9])=[CH:5][CH:4]=1.[C:29]([CH2:31][C:32](O)=[O:33])#[N:30].CCN(C(C)C)C(C)C.CN(C(ON1N=NC2C=CC=NC1=2)=[N+](C)C)C.F[P-](F)(F)(F)(F)F. (5) Given the product [CH3:17][O:16][C:15](=[O:18])[C:2]#[C:1][C:3]1[CH:8]=[CH:7][C:6]([CH3:9])=[CH:5][CH:4]=1, predict the reactants needed to synthesize it. The reactants are: [C:1]([C:3]1[CH:8]=[CH:7][C:6]([CH3:9])=[CH:5][CH:4]=1)#[CH:2].[Li]CCCC.[C:15](Cl)(=[O:18])[O:16][CH3:17]. (6) Given the product [Cl:1][C:2]1[CH:6]=[CH:5][S:4][C:3]=1[C:15](=[O:17])[CH3:16], predict the reactants needed to synthesize it. The reactants are: [Cl:1][C:2]1[CH:6]=[CH:5][S:4][CH:3]=1.[Li]CCCC.CON(C)[C:15](=[O:17])[CH3:16].